This data is from Reaction yield outcomes from USPTO patents with 853,638 reactions. The task is: Predict the reaction yield, written as a fraction of the theoretical maximum amount of product (1.0 means a 100% yield; for example, 0.34 means a 34% yield). (1) The reactants are Cl.C([N:9]1[CH2:14][CH2:13][CH2:12][C:11](=[O:15])[CH2:10]1)C1C=CC=CC=1.[C:27]([O:26][C:24](O[C:24]([O:26][C:27]([CH3:30])([CH3:29])[CH3:28])=[O:25])=[O:25])([CH3:30])([CH3:29])[CH3:28].C(=O)(O)[O-].[Na+].Cl. The catalyst is CO.[Pd].O1CCCC1. The product is [C:27]([O:26][C:24]([N:9]1[CH2:14][CH2:13][CH2:12][C:11](=[O:15])[CH2:10]1)=[O:25])([CH3:28])([CH3:29])[CH3:30]. The yield is 0.860. (2) The reactants are [CH2:1]([O:8][C:9]1[CH:18]=[C:17]2[C:12]([C:13](Cl)=[C:14]([C:19]#[N:20])[CH:15]=[N:16]2)=[CH:11][C:10]=1[O:22][CH3:23])[C:2]1[CH:7]=[CH:6][CH:5]=[CH:4][CH:3]=1.CS(C)=O.[C:28]([CH2:30][C:31]([O:33][C:34]([CH3:37])([CH3:36])[CH3:35])=[O:32])#[N:29].O. The catalyst is CC(O)=O. The product is [CH2:1]([O:8][C:9]1[CH:18]=[C:17]2[C:12]([C:13]([CH:30]([C:28]#[N:29])[C:31]([O:33][C:34]([CH3:37])([CH3:36])[CH3:35])=[O:32])=[C:14]([C:19]#[N:20])[CH:15]=[N:16]2)=[CH:11][C:10]=1[O:22][CH3:23])[C:2]1[CH:7]=[CH:6][CH:5]=[CH:4][CH:3]=1. The yield is 0.810. (3) The reactants are [O:1]1[C:5]2[CH:6]=[CH:7][C:8]([CH2:10][C:11]#N)=[CH:9][C:4]=2[O:3][CH2:2]1.Br[CH2:14][CH2:15]Cl.[OH-:17].[Na+].[OH2:19]. The catalyst is [Cl-].C([N+](CC)(CC)CC)C1C=CC=CC=1. The product is [O:1]1[C:5]2[CH:6]=[CH:7][C:8]([C:10]3([C:11]([OH:19])=[O:17])[CH2:15][CH2:14]3)=[CH:9][C:4]=2[O:3][CH2:2]1. The yield is 0.800. (4) The reactants are [Br:1][C:2]1[CH:7]=[CH:6][C:5]([NH:8][C:9]2[C:10]([CH:20]([OH:26])[CH2:21][O:22][CH2:23][O:24][CH3:25])=[CH:11][C:12]3[N:16]([CH3:17])[CH:15]=[N:14][C:13]=3[C:18]=2[F:19])=[C:4]([Cl:27])[CH:3]=1.CC(OI1(OC(C)=O)(OC(C)=O)OC(=O)C2C=CC=CC1=2)=O.C([O-])(O)=O.[Na+].O.O.O.O.O.S([O-])([O-])(=O)=S.[Na+].[Na+]. The catalyst is C(Cl)Cl.CCOCC.CCOC(C)=O. The product is [Br:1][C:2]1[CH:7]=[CH:6][C:5]([NH:8][C:9]2[C:10]([C:20](=[O:26])[CH2:21][O:22][CH2:23][O:24][CH3:25])=[CH:11][C:12]3[N:16]([CH3:17])[CH:15]=[N:14][C:13]=3[C:18]=2[F:19])=[C:4]([Cl:27])[CH:3]=1. The yield is 0.710. (5) The yield is 0.520. The product is [O:14]1[C:11]2([CH2:12][CH2:13][N:8]([C:1]([O:3][C:4]([CH3:7])([CH3:6])[CH3:5])=[O:2])[CH2:9][CH2:10]2)[CH2:16]1. The reactants are [C:1]([N:8]1[CH2:13][CH2:12][C:11](=[O:14])[CH2:10][CH2:9]1)([O:3][C:4]([CH3:7])([CH3:6])[CH3:5])=[O:2].[I-].[CH3:16][S+](C)(C)=O.CC(C)([O-])C.[K+]. The catalyst is O1CCCC1. (6) The catalyst is O1CCCC1. The product is [F:23][C:17]1[CH:16]=[C:15]([C:13]#[C:14][C:25]([O:27][CH2:28][CH3:29])=[O:26])[CH:20]=[CH:19][C:18]=1[O:21][CH3:22]. The yield is 0.0630. The reactants are C(NC(C)C)(C)C.C([Li])CCC.[C:13]([C:15]1[CH:20]=[CH:19][C:18]([O:21][CH3:22])=[C:17]([F:23])[CH:16]=1)#[CH:14].Cl[C:25]([O:27][CH2:28][CH3:29])=[O:26]. (7) The catalyst is CN(C)C=O. The yield is 0.280. The reactants are [CH:1]([O:4][C:5]1[CH:9]=[C:8]([CH2:10][CH2:11][C:12]([O:14][CH2:15][CH3:16])=[O:13])[NH:7][N:6]=1)([CH3:3])[CH3:2].[H-].[Na+].[F:19][C:20]1[CH:27]=[C:26]([F:28])[CH:25]=[CH:24][C:21]=1[CH2:22]Br.Cl. The product is [F:19][C:20]1[CH:27]=[C:26]([F:28])[CH:25]=[CH:24][C:21]=1[CH2:22][N:7]1[C:8]([CH2:10][CH2:11][C:12]([O:14][CH2:15][CH3:16])=[O:13])=[CH:9][C:5]([O:4][CH:1]([CH3:3])[CH3:2])=[N:6]1. (8) The reactants are [C:1]([O:5][C:6](=[O:36])[NH:7][C:8]1([C:12]2[CH:17]=[CH:16][C:15](C3C(=O)C4C(=CC=C(F)C=4)OC=3C3C=CC=CC=3)=[CH:14][CH:13]=2)[CH2:11][CH2:10][CH2:9]1)([CH3:4])([CH3:3])[CH3:2].I[C:38]1[C:47](=[O:48])[C:46]2[C:41](=[C:42]([O:51][CH3:52])[C:43]([O:49][CH3:50])=[CH:44][CH:45]=2)[O:40][C:39]=1[C:53]1[CH:58]=[CH:57][CH:56]=[CH:55][CH:54]=1. No catalyst specified. The product is [C:1]([O:5][C:6](=[O:36])[NH:7][C:8]1([C:12]2[CH:13]=[CH:14][C:15]([C:38]3[C:47](=[O:48])[C:46]4[C:41](=[C:42]([O:51][CH3:52])[C:43]([O:49][CH3:50])=[CH:44][CH:45]=4)[O:40][C:39]=3[C:53]3[CH:58]=[CH:57][CH:56]=[CH:55][CH:54]=3)=[CH:16][CH:17]=2)[CH2:9][CH2:10][CH2:11]1)([CH3:4])([CH3:2])[CH3:3]. The yield is 0.410. (9) The reactants are [C:1]([O:5][C:6]([N:8]1[CH2:11][CH:10]([C:12]2[C:21](Cl)=[N:20][C:19]3[C:14](=[CH:15][CH:16]=[CH:17][CH:18]=3)[N:13]=2)[CH2:9]1)=[O:7])([CH3:4])([CH3:3])[CH3:2].[NH:23]1[CH2:28][CH2:27][CH:26]([CH2:29][OH:30])[CH2:25][CH2:24]1.CCN(CC)CC. The catalyst is CS(C)=O.O. The product is [C:1]([O:5][C:6]([N:8]1[CH2:11][CH:10]([C:12]2[C:21]([N:23]3[CH2:28][CH2:27][CH:26]([CH2:29][OH:30])[CH2:25][CH2:24]3)=[N:20][C:19]3[C:14](=[CH:15][CH:16]=[CH:17][CH:18]=3)[N:13]=2)[CH2:9]1)=[O:7])([CH3:4])([CH3:3])[CH3:2]. The yield is 0.842. (10) The reactants are F[C:2]1[CH:10]=[CH:9][C:8]([S:11]([CH3:14])(=[O:13])=[O:12])=[CH:7][C:3]=1[C:4]([OH:6])=[O:5].C(=O)([O-])[O-].[Cs+].[Cs+].[CH3:21][CH:22]([CH3:25])[CH2:23][SH:24].Cl. The catalyst is CN(C)C=O. The product is [CH2:23]([S:24][C:2]1[CH:10]=[CH:9][C:8]([S:11]([CH3:14])(=[O:13])=[O:12])=[CH:7][C:3]=1[C:4]([OH:6])=[O:5])[CH:22]([CH3:25])[CH3:21]. The yield is 0.990.